This data is from Catalyst prediction with 721,799 reactions and 888 catalyst types from USPTO. The task is: Predict which catalyst facilitates the given reaction. (1) Reactant: [H-].[Na+].[F:3][C:4]1[CH:11]=[CH:10][C:7]([CH2:8][OH:9])=[CH:6][CH:5]=1.Cl[C:13]1[S:17][C:16]([C:18](=[O:20])[CH3:19])=[CH:15][CH:14]=1. Product: [F:3][C:4]1[CH:11]=[CH:10][C:7]([CH2:8][O:9][C:13]2[S:17][C:16]([C:18](=[O:20])[CH3:19])=[CH:15][CH:14]=2)=[CH:6][CH:5]=1. The catalyst class is: 16. (2) Reactant: [OH:1][C@@H:2]([C:23]1[CH:28]=[CH:27][CH:26]=[CH:25][CH:24]=1)[CH2:3][CH2:4][N:5]1[CH2:10][CH2:9][CH:8]([C:11]2[CH:12]=[C:13]([NH:17][C:18](=[O:22])[CH:19]([CH3:21])[CH3:20])[CH:14]=[CH:15][CH:16]=2)[CH2:7][CH2:6]1.[CH2:29]([O:31][C:32]1[CH:37]=[CH:36][CH:35]=[CH:34][C:33]=1O)[CH3:30].C1(P(C2C=CC=CC=2)C2C=CC=CC=2)C=CC=CC=1.N(C(OCC)=O)=NC(OCC)=O.N. Product: [CH2:29]([O:31][C:32]1[CH:37]=[CH:36][CH:35]=[CH:34][C:33]=1[O:1][C@H:2]([C:23]1[CH:24]=[CH:25][CH:26]=[CH:27][CH:28]=1)[CH2:3][CH2:4][N:5]1[CH2:10][CH2:9][CH:8]([C:11]2[CH:12]=[C:13]([NH:17][C:18](=[O:22])[CH:19]([CH3:21])[CH3:20])[CH:14]=[CH:15][CH:16]=2)[CH2:7][CH2:6]1)[CH3:30]. The catalyst class is: 396. (3) Reactant: [CH3:1][C:2]1([CH3:30])[CH2:29][N:6]2[C:7]3[CH:8]=[CH:9][C:10]([NH:19][S:20]([C:23]4[CH:28]=[CH:27][CH:26]=[CH:25][CH:24]=4)(=[O:22])=[O:21])=[CH:11][C:12]=3[C:13]3(OCCC[O:14]3)[C:5]2=[N:4][CH2:3]1.CS(O)(=O)=O.[Na+].[Cl-]. Product: [CH3:1][C:2]1([CH3:30])[CH2:29][N:6]2[C:7]3[CH:8]=[CH:9][C:10]([NH:19][S:20]([C:23]4[CH:24]=[CH:25][CH:26]=[CH:27][CH:28]=4)(=[O:21])=[O:22])=[CH:11][C:12]=3[C:13](=[O:14])[C:5]2=[N:4][CH2:3]1. The catalyst class is: 448. (4) Reactant: Cl[C:2]1[C:7]([CH:8]([CH2:13][CH2:14][CH3:15])[C:9]([O:11][CH3:12])=[O:10])=[C:6]([CH3:16])[N:5]=[C:4]([N:17]2[CH2:22][CH2:21][CH2:20][CH2:19][CH2:18]2)[N:3]=1.C(N(CC)C(C)C)(C)C.[Cl:32][C:33]1[CH:38]=[CH:37][C:36](B(O)O)=[C:35]([F:42])[CH:34]=1. Product: [Cl:32][C:33]1[CH:38]=[CH:37][C:36]([C:2]2[C:7]([CH:8]([CH2:13][CH2:14][CH3:15])[C:9]([O:11][CH3:12])=[O:10])=[C:6]([CH3:16])[N:5]=[C:4]([N:17]3[CH2:22][CH2:21][CH2:20][CH2:19][CH2:18]3)[N:3]=2)=[C:35]([F:42])[CH:34]=1. The catalyst class is: 659. (5) Reactant: [Cl:1][C:2]1[C:3]([CH2:25][C:26]2[CH:31]=[CH:30][C:29]([CH2:32][CH3:33])=[CH:28][CH:27]=2)=[CH:4][C:5]([C@H:14]2[C@H:19]([OH:20])[C@@H:18]([OH:21])[C@H:17]([OH:22])[C@@H:16]([CH2:23][OH:24])[O:15]2)=[C:6]([CH:13]=1)[CH2:7][O:8][CH2:9][C:10](=[O:12])[CH3:11].[BH4-].[Na+].CO. Product: [Cl:1][C:2]1[C:3]([CH2:25][C:26]2[CH:27]=[CH:28][C:29]([CH2:32][CH3:33])=[CH:30][CH:31]=2)=[CH:4][C:5]([C@H:14]2[C@H:19]([OH:20])[C@@H:18]([OH:21])[C@H:17]([OH:22])[C@@H:16]([CH2:23][OH:24])[O:15]2)=[C:6]([CH2:7][O:8][CH2:9][CH:10]([OH:12])[CH3:11])[CH:13]=1. The catalyst class is: 1. (6) Reactant: Br[CH2:2][C:3]1[CH:8]=[CH:7][C:6]([C:9](=[O:27])[CH2:10][N:11]2[CH:16]=[CH:15][C:14]([O:17][CH2:18][C:19]3[CH:24]=[CH:23][C:22]([Br:25])=[CH:21][N:20]=3)=[CH:13][C:12]2=[O:26])=[C:5]([CH3:28])[CH:4]=1.Cl.[OH:30][CH2:31][C@H:32]1[CH2:37][CH2:36][CH2:35][CH2:34][NH:33]1.C([O-])([O-])=O.[K+].[K+]. Product: [Br:25][C:22]1[CH:23]=[CH:24][C:19]([CH2:18][O:17][C:14]2[CH:15]=[CH:16][N:11]([CH2:10][C:9]([C:6]3[CH:7]=[CH:8][C:3]([CH2:2][N:33]4[CH2:34][CH2:35][CH2:36][CH2:37][C@@H:32]4[CH2:31][OH:30])=[CH:4][C:5]=3[CH3:28])=[O:27])[C:12](=[O:26])[CH:13]=2)=[N:20][CH:21]=1. The catalyst class is: 3.